From a dataset of Full USPTO retrosynthesis dataset with 1.9M reactions from patents (1976-2016). Predict the reactants needed to synthesize the given product. (1) Given the product [CH3:1][C:2]1[CH:3]=[C:4]([CH:27]=[CH:28][C:29]=1[CH3:30])[CH2:5][N:6]1[C:10]([CH3:31])=[C:9]([CH2:12][CH2:13][CH2:14][C:15]2[CH:16]=[CH:17][C:18]([O:21][CH3:22])=[CH:19][CH:20]=2)[N:8]([CH2:23][CH2:24][CH3:25])[C:7]1=[O:26], predict the reactants needed to synthesize it. The reactants are: [CH3:1][C:2]1[CH:3]=[C:4]([CH:27]=[CH:28][C:29]=1[CH3:30])[CH2:5][N:6]1[C:10](=O)[CH:9]([CH2:12][CH2:13][CH2:14][C:15]2[CH:20]=[CH:19][C:18]([O:21][CH3:22])=[CH:17][CH:16]=2)[N:8]([CH2:23][CH2:24][CH3:25])[C:7]1=[O:26].[CH3:31][Mg]Br.CCOCC. (2) The reactants are: [Cl:1][C:2]1[CH:3]=[CH:4][C:5]([N+:11]([O-:13])=[O:12])=[C:6]([CH:10]=1)[CH:7]=[N:8][OH:9].[Cl:14]OC(C)(C)C. Given the product [Cl:1][C:2]1[CH:3]=[CH:4][C:5]([N+:11]([O-:13])=[O:12])=[C:6]([CH:10]=1)[C:7]([Cl:14])=[N:8][OH:9], predict the reactants needed to synthesize it. (3) Given the product [N:1]1([C:10]2[N:15]=[C:14]([NH:16][CH2:20][C:21]3[CH:22]=[N:23][CH:24]=[CH:25][CH:26]=3)[C:13]([NH2:18])=[CH:12][CH:11]=2)[C:5]2[CH:6]=[CH:7][CH:8]=[CH:9][C:4]=2[N:3]=[CH:2]1, predict the reactants needed to synthesize it. The reactants are: [N:1]1([C:10]2[N:15]=[C:14]3[N:16]([CH2:20][C:21]4[CH:22]=[N:23][CH:24]=[CH:25][CH:26]=4)C(=O)[NH:18][C:13]3=[CH:12][CH:11]=2)[C:5]2[CH:6]=[CH:7][CH:8]=[CH:9][C:4]=2[N:3]=[CH:2]1.N1(C2N=C3N(CC4C=NC=CC=4)C=NC3=CC=2)C2C=CC=CC=2N=C1.N1(C2N=C(NCC3C=NC=CC=3)C([N+]([O-])=O)=CC=2)C2C=CC=CC=2N=C1.[O-]S(S([O-])=O)=O.[Na+].[Na+]. (4) Given the product [CH2:1]([C:8]1[CH:9]=[N:10][C:11]2[C:16]([C:17]=1[C:18]1[CH:23]=[CH:22][CH:21]=[C:20]([CH2:24][O:25][C:32]3[CH:33]=[CH:34][CH:35]=[C:36]([CH3:37])[C:31]=3[CH3:30])[CH:19]=1)=[CH:15][CH:14]=[CH:13][C:12]=2[C:26]([F:29])([F:27])[F:28])[C:2]1[CH:7]=[CH:6][CH:5]=[CH:4][CH:3]=1, predict the reactants needed to synthesize it. The reactants are: [CH2:1]([C:8]1[CH:9]=[N:10][C:11]2[C:16]([C:17]=1[C:18]1[CH:19]=[C:20]([CH2:24][OH:25])[CH:21]=[CH:22][CH:23]=1)=[CH:15][CH:14]=[CH:13][C:12]=2[C:26]([F:29])([F:28])[F:27])[C:2]1[CH:7]=[CH:6][CH:5]=[CH:4][CH:3]=1.[CH3:30][C:31]1[C:36]([CH3:37])=[CH:35][CH:34]=[CH:33][C:32]=1O. (5) Given the product [NH2:14][C:13]1[C:8]([C:6]([OH:7])=[O:5])=[N:9][CH:10]=[C:11]([C:15]#[N:16])[CH:12]=1, predict the reactants needed to synthesize it. The reactants are: C([O:5][C:6]([C:8]1[C:13]([NH2:14])=[CH:12][C:11]([C:15]#[N:16])=[CH:10][N:9]=1)=[O:7])(C)(C)C.COC1C=CC=C(OC)C=1.C(O)(C(F)(F)F)=O. (6) Given the product [F:1][C:2]1[CH:7]=[CH:6][C:5]([CH:8]2[C:12]3[C:13]([CH3:33])=[C:14]([N:19]4[CH2:24][CH2:23][N:22]([C:25]5[CH:26]=[CH:27][C:28]([O:31][CH3:32])=[CH:29][CH:30]=5)[CH2:21][CH2:20]4)[C:15]([CH3:18])=[C:16]([CH3:17])[C:11]=3[O:10][C:9]2([CH3:35])[CH3:34])=[CH:4][CH:3]=1, predict the reactants needed to synthesize it. The reactants are: [F:1][C:2]1[CH:7]=[CH:6][C:5]([C:8]2(O)[C:12]3[C:13]([CH3:33])=[C:14]([N:19]4[CH2:24][CH2:23][N:22]([C:25]5[CH:30]=[CH:29][C:28]([O:31][CH3:32])=[CH:27][CH:26]=5)[CH2:21][CH2:20]4)[C:15]([CH3:18])=[C:16]([CH3:17])[C:11]=3[O:10][C:9]2([CH3:35])[CH3:34])=[CH:4][CH:3]=1. (7) Given the product [Br-:13].[CH3:1][C:2]1[CH:3]=[CH:4][C:5]([N+:8]2[CH:12]=[CH:11][N:10]([CH2:14][CH3:15])[CH:9]=2)=[CH:6][CH:7]=1, predict the reactants needed to synthesize it. The reactants are: [CH3:1][C:2]1[CH:7]=[CH:6][C:5]([N:8]2[CH:12]=[CH:11][N:10]=[CH:9]2)=[CH:4][CH:3]=1.[Br:13][CH2:14][CH3:15].